This data is from Forward reaction prediction with 1.9M reactions from USPTO patents (1976-2016). The task is: Predict the product of the given reaction. (1) Given the reactants [CH3:1][O:2][C:3]1[CH:32]=[C:31]([O:33][CH3:34])[CH:30]=[CH:29][C:4]=1[CH2:5][N:6]1[C:10]([C:11]2[C:19]3[C:14](=[N:15][CH:16]=[CH:17][CH:18]=3)[N:13]([CH2:20][C:21]3[CH:26]=[CH:25][CH:24]=[CH:23][C:22]=3[F:27])[N:12]=2)=[N:9][NH:8][C:7]1=[O:28].I[CH2:36][CH:37]([CH3:39])[CH3:38], predict the reaction product. The product is: [CH3:1][O:2][C:3]1[CH:32]=[C:31]([O:33][CH3:34])[CH:30]=[CH:29][C:4]=1[CH2:5][N:6]1[C:10]([C:11]2[C:19]3[C:14](=[N:15][CH:16]=[CH:17][CH:18]=3)[N:13]([CH2:20][C:21]3[CH:26]=[CH:25][CH:24]=[CH:23][C:22]=3[F:27])[N:12]=2)=[N:9][N:8]([CH2:36][CH:37]([CH3:39])[CH3:38])[C:7]1=[O:28]. (2) The product is: [Br:30][C:28]1[CH:29]=[C:24]([C:13]2[C:14]3[N:15]([C:19]([CH2:22][CH3:23])=[CH:20][CH:21]=3)[N:16]=[C:17]([CH3:18])[C:12]=2[CH2:11][CH2:10][OH:9])[CH:25]=[N:26][CH:27]=1. Given the reactants [H-].[H-].[H-].[H-].[Li+].[Al+3].C([O:9][C:10](=O)[CH2:11][C:12]1[C:17]([CH3:18])=[N:16][N:15]2[C:19]([CH2:22][CH3:23])=[CH:20][CH:21]=[C:14]2[C:13]=1[C:24]1[CH:25]=[N:26][CH:27]=[C:28]([Br:30])[CH:29]=1)C.C(C(C(C([O-])=O)O)O)([O-])=O.[Na+].[K+], predict the reaction product. (3) Given the reactants [C:1]([C:3]1[CH:13]=[CH:12][C:11]([F:14])=[CH:10][C:4]=1[C:5]([O:7][CH2:8][CH3:9])=[O:6])#[N:2].[CH3:15][C:16]([O:19][C:20](O[C:20]([O:19][C:16]([CH3:18])([CH3:17])[CH3:15])=[O:21])=[O:21])([CH3:18])[CH3:17].C(=O)(O)[O-].[Na+], predict the reaction product. The product is: [C:16]([O:19][C:20]([NH:2][CH2:1][C:3]1[CH:13]=[CH:12][C:11]([F:14])=[CH:10][C:4]=1[C:5]([O:7][CH2:8][CH3:9])=[O:6])=[O:21])([CH3:18])([CH3:17])[CH3:15]. (4) Given the reactants [CH2:1]([O:8][C:9]([NH:11][C:12]12[CH2:20][CH2:19][CH:16]([CH2:17][CH2:18]1)[CH2:15][N:14]1[C:21](=[O:31])[C:22]([OH:30])=[C:23]([C:25](OCC)=[O:26])[N:24]=[C:13]21)=[O:10])[C:2]1[CH:7]=[CH:6][CH:5]=[CH:4][CH:3]=1.[F:32][C:33]1[CH:38]=[CH:37][C:36]([CH2:39][NH2:40])=[CH:35][CH:34]=1.CCN(CC)CC, predict the reaction product. The product is: [F:32][C:33]1[CH:38]=[CH:37][C:36]([CH2:39][NH:40][C:25]([C:23]2[N:24]=[C:13]3[C:12]4([NH:11][C:9](=[O:10])[O:8][CH2:1][C:2]5[CH:7]=[CH:6][CH:5]=[CH:4][CH:3]=5)[CH2:18][CH2:17][CH:16]([CH2:19][CH2:20]4)[CH2:15][N:14]3[C:21](=[O:31])[C:22]=2[OH:30])=[O:26])=[CH:35][CH:34]=1. (5) Given the reactants CC1OC(CC2CCC(C3SC(C4C=CC(N)=CC=4)=CN=3)CC2)=NN=1.[F:26][C:27]([F:50])([F:49])[S:28]([NH:31][C:32]([C:35]1[S:36][C:37]([C:40]2[CH:45]=[CH:44][C:43]([N+:46]([O-])=O)=[CH:42][CH:41]=2)=[CH:38][N:39]=1)([CH3:34])[CH3:33])(=[O:30])=[O:29], predict the reaction product. The product is: [NH2:46][C:43]1[CH:42]=[CH:41][C:40]([C:37]2[S:36][C:35]([C:32]([NH:31][S:28]([C:27]([F:26])([F:49])[F:50])(=[O:30])=[O:29])([CH3:33])[CH3:34])=[N:39][CH:38]=2)=[CH:45][CH:44]=1.